Task: Predict the reaction yield, written as a fraction of the theoretical maximum amount of product (1.0 means a 100% yield; for example, 0.34 means a 34% yield).. Dataset: Reaction yield outcomes from USPTO patents with 853,638 reactions (1) The reactants are [CH3:1][O:2][C:3]1[CH:20]=[C:19]([O:21]C)[CH:18]=[C:17]2[C:4]=1[C@H:5]1[C@H:14]([CH2:15][S:16]2(=[O:24])=[O:23])[C@:13]2([CH3:25])[C@H:8]([C:9]([CH3:27])([CH3:26])[CH2:10][CH2:11][CH2:12]2)[CH2:7][CH2:6]1.B(Br)(Br)Br.Cl[CH2:33]Cl. No catalyst specified. The product is [OH:21][C:19]1[CH:18]=[C:17]2[C:4]([C@@:5]3([CH3:33])[C@H:14]([CH2:15][S:16]2(=[O:24])=[O:23])[C@:13]2([CH3:25])[C@H:8]([C:9]([CH3:27])([CH3:26])[CH2:10][CH2:11][CH2:12]2)[CH2:7][CH2:6]3)=[C:3]([O:2][CH3:1])[CH:20]=1. The yield is 0.600. (2) The catalyst is C(O)(=O)C.O. The reactants are [CH3:1][C:2]1[C:6]([CH2:7][N:8]2[CH:12]=[C:11]([N:13]3[C:17](=[O:18])[CH2:16][NH:15][C:14]3=[O:19])[CH:10]=[N:9]2)=[C:5]([CH3:20])[O:4][N:3]=1.[CH:21](=O)[C:22]1[CH:27]=[CH:26][CH:25]=[CH:24][CH:23]=1.C([O-])(=O)C.[Na+]. The product is [CH:21](=[C:16]1/[C:17](=[O:18])[N:13]([C:11]2[CH:10]=[N:9][N:8]([CH2:7][C:6]3[C:2]([CH3:1])=[N:3][O:4][C:5]=3[CH3:20])[CH:12]=2)[C:14](=[O:19])[NH:15]/1)\[C:22]1[CH:27]=[CH:26][CH:25]=[CH:24][CH:23]=1. The yield is 0.480.